This data is from Reaction yield outcomes from USPTO patents with 853,638 reactions. The task is: Predict the reaction yield, written as a fraction of the theoretical maximum amount of product (1.0 means a 100% yield; for example, 0.34 means a 34% yield). (1) The reactants are [Cl:1][C:2]1[CH:3]=[C:4]([NH:9][CH2:10][C:11]([N:13]2[CH2:19][CH2:18][CH2:17][CH2:16][CH:15]([NH:20][C:21]3[C:22]4[CH:29]=[CH:28][N:27](S(C5C=CC(C)=CC=5)(=O)=O)[C:23]=4[N:24]=[CH:25][N:26]=3)[CH2:14]2)=[O:12])[CH:5]=[C:6]([Cl:8])[CH:7]=1.C([O-])([O-])=O.[K+].[K+].CO. The catalyst is CO.O.C(Cl)Cl. The product is [Cl:8][C:6]1[CH:5]=[C:4]([NH:9][CH2:10][C:11]([N:13]2[CH2:19][CH2:18][CH2:17][CH2:16][CH:15]([NH:20][C:21]3[C:22]4[CH:29]=[CH:28][NH:27][C:23]=4[N:24]=[CH:25][N:26]=3)[CH2:14]2)=[O:12])[CH:3]=[C:2]([Cl:1])[CH:7]=1. The yield is 0.660. (2) The reactants are C([O:4][C:5]1[CH:10]=[CH:9][CH:8]=[C:7]([F:11])[C:6]=1[C:12]1[CH:17]=[CH:16][CH:15]=[CH:14][C:13]=1[Cl:18])C=C.[C:19]1(C)[CH:24]=C(C)C=C(C)[CH:20]=1. No catalyst specified. The product is [CH2:24]([C:10]1[CH:9]=[CH:8][C:7]([F:11])=[C:6]([C:12]2[CH:17]=[CH:16][CH:15]=[CH:14][C:13]=2[Cl:18])[C:5]=1[OH:4])[CH:19]=[CH2:20]. The yield is 0.810. (3) The reactants are [CH3:1][O:2][C:3]1[CH:4]=[C:5]([C:13]2[CH:18]=[CH:17][C:16]([N:19]([CH3:45])[CH2:20][C:21]([CH3:44])([CH3:43])[CH2:22][N:23]([C:25]3[CH:26]=[CH:27][C:28]([C:31]4[CH:36]=[C:35]([O:37][CH3:38])[C:34]([O:39][CH3:40])=[C:33]([O:41][CH3:42])[CH:32]=4)=[N:29][CH:30]=3)[CH3:24])=[CH:15][N:14]=2)[CH:6]=[C:7]([O:11][CH3:12])[C:8]=1[O:9][CH3:10].[CH3:46][S:47]([OH:50])(=[O:49])=[O:48]. The catalyst is CO.C(Cl)(Cl)Cl. The product is [CH3:46][S:47]([OH:50])(=[O:49])=[O:48].[CH3:46][S:47]([OH:50])(=[O:49])=[O:48].[CH3:12][O:11][C:7]1[CH:6]=[C:5]([C:13]2[CH:18]=[CH:17][C:16]([N:19]([CH3:45])[CH2:20][C:21]([CH3:43])([CH3:44])[CH2:22][N:23]([C:25]3[CH:26]=[CH:27][C:28]([C:31]4[CH:32]=[C:33]([O:41][CH3:42])[C:34]([O:39][CH3:40])=[C:35]([O:37][CH3:38])[CH:36]=4)=[N:29][CH:30]=3)[CH3:24])=[CH:15][N:14]=2)[CH:4]=[C:3]([O:2][CH3:1])[C:8]=1[O:9][CH3:10]. The yield is 0.590.